This data is from Forward reaction prediction with 1.9M reactions from USPTO patents (1976-2016). The task is: Predict the product of the given reaction. Given the reactants Br[C:2]1[CH:11]=[C:10]2[C:5]([N:6]=[CH:7][CH:8]=[N:9]2)=[C:4]([C:12]([NH:14][CH2:15][C:16]([O:18][CH2:19][CH3:20])=[O:17])=[O:13])[C:3]=1[OH:21].C([Sn](CCCC)(CCCC)[C:27]1[N:32]=[CH:31][CH:30]=[CH:29][N:28]=1)CCC, predict the reaction product. The product is: [OH:21][C:3]1[C:4]([C:12]([NH:14][CH2:15][C:16]([O:18][CH2:19][CH3:20])=[O:17])=[O:13])=[C:5]2[C:10](=[CH:11][C:2]=1[C:27]1[N:32]=[CH:31][CH:30]=[CH:29][N:28]=1)[N:9]=[CH:8][CH:7]=[N:6]2.